Dataset: Forward reaction prediction with 1.9M reactions from USPTO patents (1976-2016). Task: Predict the product of the given reaction. Given the reactants Cl[C:2]1[CH:3]=[C:4]([CH:17]=[CH:18][CH:19]=1)[CH2:5][S:6][C:7]1[CH:8]=[C:9]([O:15][CH3:16])[C:10]([O:13][CH3:14])=[N:11][CH:12]=1.Br[CH2:21]C1C=CC=CC=1C, predict the reaction product. The product is: [CH3:14][O:13][C:10]1[C:9]([O:15][CH3:16])=[CH:8][C:7]([S:6][CH2:5][C:4]2[CH:17]=[CH:18][CH:19]=[CH:2][C:3]=2[CH3:21])=[CH:12][N:11]=1.